Dataset: Full USPTO retrosynthesis dataset with 1.9M reactions from patents (1976-2016). Task: Predict the reactants needed to synthesize the given product. (1) Given the product [F:37][C:35]([F:36])([F:38])[C:27]1[CH:26]=[N:25][C:34]2[CH2:33][CH2:32][NH:31][CH2:30][C:29]=2[CH:28]=1.[C:1]([C:8]1[CH:17]=[CH:16][C:15]2[C:10](=[N:11][CH:12]=[CH:13][CH:14]=2)[N:9]=1)([O:3][C:4]([CH3:7])([CH3:6])[CH3:5])=[O:2], predict the reactants needed to synthesize it. The reactants are: [C:1]([C:8]1[CH:17]=[CH:16][C:15]2[C:10](=[N:11][CH:12]=[CH:13][CH:14]=2)[N:9]=1)([O:3][C:4]([CH3:7])([CH3:6])[CH3:5])=[O:2].C(OC([N:25]1[C:34]2[CH2:33][CH2:32][NH:31][CH2:30][C:29]=2[CH:28]=[C:27]([C:35]([F:38])([F:37])[F:36])[CH2:26]1)=O)(C)(C)C. (2) Given the product [F:1][C:2]1[CH:7]=[CH:6][C:5]([NH:8][C:18]2[N:23]=[CH:22][C:21]3=[CH:24][CH:25]=[C:26]([C:27]4[CH:32]=[CH:31][CH:30]=[CH:29][C:28]=4[N:33]([CH3:38])[S:34]([CH3:37])(=[O:36])=[O:35])[N:20]3[N:19]=2)=[CH:4][C:3]=1[N:9]1[CH2:10][CH2:11][O:12][CH2:13][CH2:14]1, predict the reactants needed to synthesize it. The reactants are: [F:1][C:2]1[CH:7]=[CH:6][C:5]([NH2:8])=[CH:4][C:3]=1[N:9]1[CH2:14][CH2:13][O:12][CH2:11][CH2:10]1.CS([C:18]1[N:23]=[CH:22][C:21]2=[CH:24][CH:25]=[C:26]([C:27]3[CH:32]=[CH:31][CH:30]=[CH:29][C:28]=3[N:33]([CH3:38])[S:34]([CH3:37])(=[O:36])=[O:35])[N:20]2[N:19]=1)=O.C(N(CC)C(C)C)(C)C.COCC(O)C. (3) Given the product [OH:72][CH2:69][CH2:2][N:7]1[CH2:63][CH2:68][N:9]([C:2]2[N:7]=[C:6]([C:8]3[NH:17][C:16](=[O:18])[C:15]4[C:10](=[CH:11][C:12]([O:21][CH3:22])=[CH:13][C:14]=4[O:19][CH3:20])[N:9]=3)[CH:5]=[CH:4][CH:3]=2)[CH2:8][CH2:6]1, predict the reactants needed to synthesize it. The reactants are: Br[C:2]1[N:7]=[C:6]([C:8]2[NH:17][C:16](=[O:18])[C:15]3[C:10](=[CH:11][C:12]([O:21][CH3:22])=[CH:13][C:14]=3[O:19][CH3:20])[N:9]=2)[CH:5]=[CH:4][CH:3]=1.C1(P([C:63]2[CH:68]=CC=CC=2)C2C=CC3C(=CC=CC=3)C=2C2C3C(=CC=CC=3)C=CC=2P(C2C=CC=CC=2)C2C=CC=CC=2)C=CC=CC=1.[C:69](=[O:72])([O-])[O-].[Cs+].[Cs+]. (4) Given the product [C:11]([O:15][C:16]([N:18]1[CH2:23][CH2:22][CH:21]([CH2:24][CH:25]=[O:26])[CH2:20][CH2:19]1)=[O:17])([CH3:14])([CH3:13])[CH3:12], predict the reactants needed to synthesize it. The reactants are: C(Cl)(=O)C(Cl)=O.CS(C)=O.[C:11]([O:15][C:16]([N:18]1[CH2:23][CH2:22][CH:21]([CH2:24][CH2:25][OH:26])[CH2:20][CH2:19]1)=[O:17])([CH3:14])([CH3:13])[CH3:12].C(N(CC)CC)C. (5) Given the product [C:12]([C:5]1[S:1][C:2]([CH2:6][C:7]([O:9][CH2:10][CH3:11])=[O:8])=[CH:3][CH:4]=1)(=[O:14])[CH3:13], predict the reactants needed to synthesize it. The reactants are: [S:1]1[CH:5]=[CH:4][CH:3]=[C:2]1[CH2:6][C:7]([O:9][CH2:10][CH3:11])=[O:8].[C:12](Cl)(=[O:14])[CH3:13].[Al+3].[Cl-].[Cl-].[Cl-].Cl. (6) Given the product [Si:33]([O:40][CH2:41][CH2:42][NH:43][C:44]1[N:45]=[C:46]([O:61][CH3:62])[C:47]([NH:52][C:53]([C:55]2[N:56]=[C:57]([O:31][C:29]3[CH:30]=[C:25]([CH:22]([CH3:24])[CH3:23])[CH:26]=[CH:27][C:28]=3[CH3:32])[S:58][CH:59]=2)=[O:54])=[C:48]([O:50][CH3:51])[N:49]=1)([C:36]([CH3:37])([CH3:38])[CH3:39])([CH3:34])[CH3:35], predict the reactants needed to synthesize it. The reactants are: C(C1C=C(C=CC=1)OC1OC=C(C(OCC)=O)N=1)(C)(C)C.[CH:22]([C:25]1[CH:26]=[CH:27][C:28]([CH3:32])=[C:29]([OH:31])[CH:30]=1)([CH3:24])[CH3:23].[Si:33]([O:40][CH2:41][CH2:42][NH:43][C:44]1[N:49]=[C:48]([O:50][CH3:51])[C:47]([NH:52][C:53]([C:55]2[N:56]=[C:57](Cl)[S:58][CH:59]=2)=[O:54])=[C:46]([O:61][CH3:62])[N:45]=1)([C:36]([CH3:39])([CH3:38])[CH3:37])([CH3:35])[CH3:34].